From a dataset of Peptide-MHC class I binding affinity with 185,985 pairs from IEDB/IMGT. Regression. Given a peptide amino acid sequence and an MHC pseudo amino acid sequence, predict their binding affinity value. This is MHC class I binding data. (1) The peptide sequence is LPVTIMSGLV. The MHC is Mamu-A2201 with pseudo-sequence Mamu-A2201. The binding affinity (normalized) is 0. (2) The peptide sequence is HTLESPVEF. The MHC is HLA-A02:01 with pseudo-sequence HLA-A02:01. The binding affinity (normalized) is 0.0847. (3) The peptide sequence is VPVWKEATTT. The MHC is HLA-B51:01 with pseudo-sequence HLA-B51:01. The binding affinity (normalized) is 0.191. (4) The peptide sequence is QAHMGIAGL. The MHC is HLA-A02:16 with pseudo-sequence HLA-A02:16. The binding affinity (normalized) is 0.0847. (5) The peptide sequence is KHDFIDNPL. The MHC is HLA-A29:02 with pseudo-sequence HLA-A29:02. The binding affinity (normalized) is 0.0847. (6) The peptide sequence is NAKCIEYVT. The MHC is HLA-A02:01 with pseudo-sequence HLA-A02:01. The binding affinity (normalized) is 0.